This data is from Reaction yield outcomes from USPTO patents with 853,638 reactions. The task is: Predict the reaction yield, written as a fraction of the theoretical maximum amount of product (1.0 means a 100% yield; for example, 0.34 means a 34% yield). (1) The reactants are [NH2:1][CH2:2][CH2:3][CH2:4][O:5][Si](C(C)(C)C)(C1C=CC=CC=1)C1C=CC=CC=1.[C:23]([O:38][C@H:39]([CH2:44][CH2:45][CH2:46][CH2:47][CH2:48][CH2:49][CH2:50][CH2:51][CH2:52][CH2:53][CH3:54])[CH2:40][C:41]([OH:43])=O)(=[O:37])[CH2:24][CH2:25][CH2:26][CH2:27][CH2:28][CH2:29][CH2:30][CH2:31][CH2:32][CH2:33][CH2:34][CH2:35][CH3:36].C(Cl)CCl.CI.CCCC[N+](CCCC)(CCCC)CCCC.[F-]. The catalyst is C1COCC1. The product is [C:23]([O:38][C@H:39]([CH2:44][CH2:45][CH2:46][CH2:47][CH2:48][CH2:49][CH2:50][CH2:51][CH2:52][CH2:53][CH3:54])[CH2:40][C:41]([NH:1][CH2:2][CH2:3][CH2:4][OH:5])=[O:43])(=[O:37])[CH2:24][CH2:25][CH2:26][CH2:27][CH2:28][CH2:29][CH2:30][CH2:31][CH2:32][CH2:33][CH2:34][CH2:35][CH3:36]. The yield is 0.910. (2) The reactants are [Cl:1][C:2]1[CH:19]=[N:18][CH:17]=[C:16]([Cl:20])[C:3]=1[C:4]([NH:6][CH2:7][C:8]1[CH:13]=[CH:12][C:11]([CH2:14][OH:15])=[CH:10][CH:9]=1)=[O:5]. The catalyst is C(Cl)Cl.CO.O=[Mn]=O. The product is [Cl:20][C:16]1[CH:17]=[N:18][CH:19]=[C:2]([Cl:1])[C:3]=1[C:4]([NH:6][CH2:7][C:8]1[CH:9]=[CH:10][C:11]([CH:14]=[O:15])=[CH:12][CH:13]=1)=[O:5]. The yield is 0.660. (3) The reactants are C(OC([N:11]1[CH2:17][CH:16]=[CH:15][CH2:14][C@@H:13]([C:18]([OH:20])=[O:19])[CH2:12]1)=O)C1C=CC=CC=1.CO. The catalyst is [Pd]. The product is [NH:11]1[CH2:17][CH2:16][CH2:15][CH2:14][C@@H:13]([C:18]([OH:20])=[O:19])[CH2:12]1. The yield is 0.850. (4) The reactants are C(OC([NH:8][CH2:9][CH:10]1[CH2:15][CH2:14][N:13]([C:16]2[N:20]([CH3:21])[N:19]=[CH:18][C:17]=2[NH:22][C:23]([C:25]2[N:26]=[C:27](Br)[S:28][C:29]=2[NH:30]C(=O)OC(C)(C)C)=[O:24])[CH2:12][CH2:11]1)=O)CCC.[CH3:39][O:40][C:41]1[CH:42]=[C:43](B(O)O)[CH:44]=[CH:45][CH:46]=1. No catalyst specified. The product is [NH2:30][C:29]1[S:28][C:27]([C:45]2[CH:44]=[CH:43][CH:42]=[C:41]([O:40][CH3:39])[CH:46]=2)=[N:26][C:25]=1[C:23]([NH:22][C:17]1[CH:18]=[N:19][N:20]([CH3:21])[C:16]=1[N:13]1[CH2:14][CH2:15][CH:10]([CH2:9][NH2:8])[CH2:11][CH2:12]1)=[O:24]. The yield is 0.170. (5) The reactants are [F:1][C:2]1[CH:3]=[C:4]([CH:7]=[C:8]([CH:10]=O)[CH:9]=1)[C:5]#[N:6].[NH2:12][C@@H:13]1[CH2:17][N:16]([CH2:18][CH2:19][O:20][CH3:21])[CH2:15][C@H]1C1C=CC(F)=C(C=1)C#N. No catalyst specified. The product is [NH2:12][C@@H:13]1[CH2:17][N:16]([CH2:18][CH2:19][O:20][CH3:21])[CH2:15][C@H:10]1[C:8]1[CH:7]=[C:4]([CH:3]=[C:2]([F:1])[CH:9]=1)[C:5]#[N:6]. The yield is 0.930. (6) The reactants are [OH:1][C:2]1[CH:3]=[C:4]([CH2:8][CH2:9][C:10]([O:12][CH3:13])=[O:11])[CH:5]=[CH:6][CH:7]=1.C(=O)([O-])[O-].[K+].[K+].I[CH:21]([CH3:23])[CH3:22]. The catalyst is CC(C)=O. The product is [CH3:22][CH:21]([O:1][C:2]1[CH:3]=[C:4]([CH2:8][CH2:9][C:10]([O:12][CH3:13])=[O:11])[CH:5]=[CH:6][CH:7]=1)[CH3:23]. The yield is 0.560.